Dataset: Full USPTO retrosynthesis dataset with 1.9M reactions from patents (1976-2016). Task: Predict the reactants needed to synthesize the given product. (1) Given the product [CH:1]1([CH2:4][O:5][C:6]2[CH:14]=[CH:13][C:9]3[O:10][CH2:11][O:12][C:8]=3[C:7]=2[C:15]2[C:16]3[NH:23][C:22]([CH3:24])=[C:21]([C:25]([NH:38][C@H:39]([CH2:69][C:70]4[CH:75]=[CH:74][C:73]([F:76])=[C:72]([F:77])[CH:71]=4)[C:40]([N:42]4[CH2:43][CH2:44][CH:45]([N:48]5[N:57]=[C:56]([C:58]6[CH:63]=[CH:62][C:61]([O:64][CH3:65])=[C:60]([O:66][CH3:67])[CH:59]=6)[C@@H:55]6[C@@H:50]([CH2:51][CH2:52][CH2:53][CH2:54]6)[C:49]5=[O:68])[CH2:46][CH2:47]4)=[O:41])=[O:27])[C:17]=3[N:18]=[CH:19][N:20]=2)[CH2:3][CH2:2]1, predict the reactants needed to synthesize it. The reactants are: [CH:1]1([CH2:4][O:5][C:6]2[CH:14]=[CH:13][C:9]3[O:10][CH2:11][O:12][C:8]=3[C:7]=2[C:15]2[C:16]3[NH:23][C:22]([CH3:24])=[C:21]([C:25]([OH:27])=O)[C:17]=3[N:18]=[CH:19][N:20]=2)[CH2:3][CH2:2]1.CCN(C(C)C)C(C)C.Cl.[NH2:38][C@H:39]([CH2:69][C:70]1[CH:75]=[CH:74][C:73]([F:76])=[C:72]([F:77])[CH:71]=1)[C:40]([N:42]1[CH2:47][CH2:46][CH:45]([N:48]2[N:57]=[C:56]([C:58]3[CH:63]=[CH:62][C:61]([O:64][CH3:65])=[C:60]([O:66][CH3:67])[CH:59]=3)[C@@H:55]3[C@@H:50]([CH2:51][CH2:52][CH2:53][CH2:54]3)[C:49]2=[O:68])[CH2:44][CH2:43]1)=[O:41].CCOC(C(C#N)=NOC(N1CCOCC1)=[N+](C)C)=O.F[P-](F)(F)(F)(F)F.C(=O)(O)[O-].[Na+]. (2) Given the product [CH3:19][O:18][C:15]1[CH:16]=[CH:17][C:12]([CH:9]2[O:8][C@H:7]3[CH2:3][C@H:4]([N:20]4[C:28](=[O:29])[C:27]5[C:22](=[CH:23][CH:24]=[CH:25][CH:26]=5)[C:21]4=[O:30])[CH2:5][C@H:6]3[CH2:11][O:10]2)=[CH:13][CH:14]=1, predict the reactants needed to synthesize it. The reactants are: C(=S)(OC1C=CC=CC=1)O[C@@H:3]1[C@@H:7]2[O:8][CH:9]([C:12]3[CH:17]=[CH:16][C:15]([O:18][CH3:19])=[CH:14][CH:13]=3)[O:10][CH2:11][C@@H:6]2[CH2:5][C@H:4]1[N:20]1[C:28](=[O:29])[C:27]2[C:22](=[CH:23][CH:24]=[CH:25][CH:26]=2)[C:21]1=[O:30].C[Si]([SiH]([Si](C)(C)C)[Si](C)(C)C)(C)C.C(B(CC)CC)C.CCCCCC. (3) The reactants are: [F:1][C:2]1[CH:9]=[CH:8][C:7]([F:10])=[CH:6][C:3]=1[CH:4]=O.[CH:11](=[O:14])[CH2:12][CH3:13].[OH-].[Na+].[Cl:17][C:18]1[CH:23]=[CH:22][C:21]([SH:24])=[CH:20][CH:19]=1.[BH4-].[Na+]. Given the product [Cl:17][C:18]1[CH:23]=[CH:22][C:21]([S:24][CH:4]([C:3]2[CH:6]=[C:7]([F:10])[CH:8]=[CH:9][C:2]=2[F:1])[CH:12]([CH3:13])[CH2:11][OH:14])=[CH:20][CH:19]=1, predict the reactants needed to synthesize it. (4) Given the product [Cl:1][C:2]1[CH:7]=[C:6]([C:27]2[CH:32]=[CH:31][C:30]([Cl:33])=[CH:29][CH:28]=2)[CH:5]=[C:4]([F:17])[C:3]=1[C:18]1[C:19](=[O:25])[CH2:20][CH2:21][C:22]=1[O:23][CH3:24], predict the reactants needed to synthesize it. The reactants are: [Cl:1][C:2]1[CH:7]=[C:6](B2OC(C)(C)C(C)(C)O2)[CH:5]=[C:4]([F:17])[C:3]=1[C:18]1[C:19](=[O:25])[CH2:20][CH2:21][C:22]=1[O:23][CH3:24].Br[C:27]1[CH:32]=[CH:31][C:30]([Cl:33])=[CH:29][CH:28]=1.COCCOC.P([O-])([O-])([O-])=O.[K+].[K+].[K+]. (5) Given the product [CH3:27][O:26][C:24]1[CH:23]=[C:22]([O:28][CH3:29])[N:21]=[C:1]([NH:3][C:4]2[CH:9]=[CH:8][C:7]([CH3:10])=[CH:6][C:5]=2[N+:11]([O-:13])=[O:12])[N:25]=1, predict the reactants needed to synthesize it. The reactants are: [CH:1]([NH:3][C:4]1[CH:9]=[CH:8][C:7]([CH3:10])=[CH:6][C:5]=1[N+:11]([O-:13])=[O:12])=O.[H-].[Na+].CS(C1[N:25]=[C:24]([O:26][CH3:27])[CH:23]=[C:22]([O:28][CH3:29])[N:21]=1)(=O)=O.[OH-].[Na+]. (6) The reactants are: [CH2:1]([N:3]([CH2:16][CH3:17])[C:4]([C:6]1[N:7]=[C:8]([C:11]([O:13][CH2:14][CH3:15])=[O:12])[S:9][CH:10]=1)=[O:5])[CH3:2].C(N(CC)C(C1N=C(C([O-])=O)SC=1)=O)C.[K+].Br[C:35]1[CH:40]=[CH:39][C:38]([C:41]([OH:50])([C:46]([F:49])([F:48])[F:47])[C:42]([F:45])([F:44])[F:43])=[C:37]([Cl:51])[C:36]=1[Cl:52].CC([O-])=O.[K+].C1C=CC(P(C2C=CC=CC=2)C2C=CC=CC=2)=CC=1. Given the product [Cl:52][C:36]1[C:37]([Cl:51])=[C:38]([C:41]([OH:50])([C:42]([F:43])([F:44])[F:45])[C:46]([F:47])([F:48])[F:49])[CH:39]=[CH:40][C:35]=1[C:10]1[S:9][C:8]([C:11]([O:13][CH2:14][CH3:15])=[O:12])=[N:7][C:6]=1[C:4](=[O:5])[N:3]([CH2:1][CH3:2])[CH2:16][CH3:17], predict the reactants needed to synthesize it.